From a dataset of Peptide-MHC class II binding affinity with 134,281 pairs from IEDB. Regression. Given a peptide amino acid sequence and an MHC pseudo amino acid sequence, predict their binding affinity value. This is MHC class II binding data. (1) The peptide sequence is DDKFLANVSTVLTGK. The MHC is DRB1_1602 with pseudo-sequence DRB1_1602. The binding affinity (normalized) is 0.845. (2) The peptide sequence is SVILQELCIDRSILL. The MHC is DRB1_0101 with pseudo-sequence DRB1_0101. The binding affinity (normalized) is 0.0790. (3) The peptide sequence is IFSGNMNIKLKMPMY. The MHC is DRB1_0405 with pseudo-sequence DRB1_0405. The binding affinity (normalized) is 0.100. (4) The peptide sequence is EEDIEIIPIQEKEY. The MHC is HLA-DPA10301-DPB10402 with pseudo-sequence HLA-DPA10301-DPB10402. The binding affinity (normalized) is 0.306. (5) The peptide sequence is PTLLFLKVPAQNAIST. The MHC is DRB1_0901 with pseudo-sequence DRB1_0901. The binding affinity (normalized) is 0.609.